This data is from Full USPTO retrosynthesis dataset with 1.9M reactions from patents (1976-2016). The task is: Predict the reactants needed to synthesize the given product. (1) Given the product [CH3:18][C:19]1[C:23]([CH3:24])=[C:22]([C:25]2[CH:26]=[C:27]([CH:32]=[CH:33][C:34]=2[CH3:35])[C:28]([OH:30])=[O:29])[NH:21][N:20]=1, predict the reactants needed to synthesize it. The reactants are: CC1NC(C2C=C(C=CC=2C)C(O)=O)=C(C)N=1.[CH3:18][C:19]1[C:23]([CH3:24])=[C:22]([C:25]2[CH:26]=[C:27]([CH:32]=[CH:33][C:34]=2[CH3:35])[C:28]([O:30]C)=[O:29])[NH:21][N:20]=1.CC1NC(C2C=C(C=CC=2C)C(OC)=O)=C(C)N=1. (2) Given the product [Cl:1][C:2]1[C:11]([NH2:14])=[N:10][C:9]2[C:4]([N:3]=1)=[CH:5][CH:6]=[CH:7][CH:8]=2, predict the reactants needed to synthesize it. The reactants are: [Cl:1][C:2]1[C:11](Cl)=[N:10][C:9]2[C:4](=[CH:5][CH:6]=[CH:7][CH:8]=2)[N:3]=1.C[N:14](C=O)C. (3) Given the product [F:1][C@@H:2]1[CH2:6][N:5]([C:7]2[CH:12]=[CH:11][N:10]3[N:13]=[CH:14][C:15]([C:16]([OH:18])=[O:17])=[C:9]3[CH:8]=2)[C@@H:4]([C:21]2[CH:26]=[CH:25][CH:24]=[C:23]([F:27])[CH:22]=2)[CH2:3]1, predict the reactants needed to synthesize it. The reactants are: [F:1][C@@H:2]1[CH2:6][N:5]([C:7]2[CH:12]=[CH:11][N:10]3[N:13]=[CH:14][C:15]([C:16]([O:18]CC)=[O:17])=[C:9]3[CH:8]=2)[C@@H:4]([C:21]2[CH:26]=[CH:25][CH:24]=[C:23]([F:27])[CH:22]=2)[CH2:3]1.[Li+].[OH-].[OH-].[Na+]. (4) Given the product [F:46][C:43]([F:44])([F:45])[O:42][C:39]1[CH:40]=[CH:41][C:36]([CH2:35][NH:34][C:33]([C@H:17]2[CH2:16][NH:15][CH2:20][CH2:19][N:18]2[S:21]([C:24]2[CH:29]=[CH:28][C:27]([CH:30]3[CH2:31][CH2:32]3)=[CH:26][CH:25]=2)(=[O:22])=[O:23])=[O:47])=[CH:37][CH:38]=1, predict the reactants needed to synthesize it. The reactants are: Cl.O1CCOCC1.C(OC([N:15]1[CH2:20][CH2:19][N:18]([S:21]([C:24]2[CH:29]=[CH:28][C:27]([CH:30]3[CH2:32][CH2:31]3)=[CH:26][CH:25]=2)(=[O:23])=[O:22])[C@@H:17]([C:33](=[O:47])[NH:34][CH2:35][C:36]2[CH:41]=[CH:40][C:39]([O:42][C:43]([F:46])([F:45])[F:44])=[CH:38][CH:37]=2)[CH2:16]1)=O)(C)(C)C. (5) Given the product [F:18][C:6]1[C:5]([C:28](=[CH2:29])[C:21]([O:22][CH3:19])=[O:24])=[C:14]2[C:9]([CH:10]=[CH:11][C:12]([O:15][CH3:16])=[N:13]2)=[CH:8][CH:7]=1, predict the reactants needed to synthesize it. The reactants are: C(O[C:5]1[C:6]([F:18])=[CH:7][CH:8]=[C:9]2[C:14]=1[N:13]=[C:12]([O:15][CH3:16])[C:11](C)=[CH:10]2)(=O)C.[CH2:19]=O.[C:21](=[O:24])([O-])[O-:22].[K+].[K+].O.[CH2:28]1CCCC[CH2:29]1. (6) Given the product [NH3:8].[C:1]([O:5][C:6]([N:8]1[CH2:13][CH2:12][N:11]([C:14]2[N:17]([CH3:18])[C:31]([C:32]3[CH:37]=[CH:36][N:35]=[CH:34][CH:33]=3)=[N:39][N:40]=2)[CH:10]([C:19]2[O:23][N:22]=[C:21]([C:24]3[CH:29]=[CH:28][CH:27]=[C:26]([Cl:30])[CH:25]=3)[N:20]=2)[CH2:9]1)=[O:7])([CH3:4])([CH3:2])[CH3:3], predict the reactants needed to synthesize it. The reactants are: [C:1]([O:5][C:6]([N:8]1[CH2:13][CH2:12][N:11]([C:14](=[N:17][CH3:18])SC)[CH:10]([C:19]2[O:23][N:22]=[C:21]([C:24]3[CH:29]=[CH:28][CH:27]=[C:26]([Cl:30])[CH:25]=3)[N:20]=2)[CH2:9]1)=[O:7])([CH3:4])([CH3:3])[CH3:2].[C:31]([NH:39][NH2:40])(=O)[C:32]1[CH:37]=[CH:36][N:35]=[CH:34][CH:33]=1.